This data is from Forward reaction prediction with 1.9M reactions from USPTO patents (1976-2016). The task is: Predict the product of the given reaction. (1) Given the reactants [C:1]([C:4]1[CH:9]=[CH:8][C:7](B(O)O)=[CH:6][CH:5]=1)([OH:3])=[O:2].Cl.Br[C:15]1[CH:20]=[CH:19][N:18]=[CH:17][CH:16]=1.C(=O)([O-])[O-].[Na+:25].[Na+], predict the reaction product. The product is: [N:18]1[CH:19]=[CH:20][C:15]([C:7]2[CH:8]=[CH:9][C:4]([C:1]([O-:3])=[O:2])=[CH:5][CH:6]=2)=[CH:16][CH:17]=1.[Na+:25]. (2) Given the reactants [F:1][C:2]1[CH:7]=[CH:6][C:5]([F:8])=[CH:4][C:3]=1[CH:9](O)[C:10]([CH3:16])([CH3:15])[C:11]([O:13][CH3:14])=[O:12].C1(P(C2C=CC=CC=2)C2C=CC=CC=2)C=CC=CC=1.N(C(OC(C)C)=O)=NC(OC(C)C)=O.[Cl:51][C:52]1[CH:57]=[CH:56][C:55]([SH:58])=[CH:54][CH:53]=1, predict the reaction product. The product is: [Cl:51][C:52]1[CH:57]=[CH:56][C:55]([S:58][CH:9]([C:3]2[CH:4]=[C:5]([F:8])[CH:6]=[CH:7][C:2]=2[F:1])[C:10]([CH3:16])([CH3:15])[C:11]([O:13][CH3:14])=[O:12])=[CH:54][CH:53]=1. (3) Given the reactants [F:1][C:2]([F:27])([F:26])[C:3]1[CH:8]=[CH:7][CH:6]=[CH:5][C:4]=1[C:9]1[CH:14]=[CH:13][C:12]([CH2:15][CH2:16][C:17]2[CH:18]=[C:19]3[C:23](=[CH:24][CH:25]=2)[NH:22][CH:21]=[CH:20]3)=[CH:11][CH:10]=1.[BH3-]C#N.[Na+].C([O-])(O)=O.[Na+], predict the reaction product. The product is: [F:27][C:2]([F:1])([F:26])[C:3]1[CH:8]=[CH:7][CH:6]=[CH:5][C:4]=1[C:9]1[CH:10]=[CH:11][C:12]([CH2:15][CH2:16][C:17]2[CH:18]=[C:19]3[C:23](=[CH:24][CH:25]=2)[NH:22][CH2:21][CH2:20]3)=[CH:13][CH:14]=1. (4) The product is: [O:28]1[CH:29]=[CH:30][CH:31]=[C:27]1[C:26]1[N:22]([C:16]2[CH:17]=[CH:18][CH:19]=[CH:20][CH:21]=2)[N:23]=[C:24]([CH2:32][NH:15][CH2:14][CH2:13][N:10]2[CH2:9][CH2:8][N:7]([C:1]3[CH:2]=[CH:3][CH:4]=[CH:5][CH:6]=3)[CH2:12][CH2:11]2)[CH:25]=1. Given the reactants [C:1]1([N:7]2[CH2:12][CH2:11][N:10]([CH2:13][CH2:14][NH2:15])[CH2:9][CH2:8]2)[CH:6]=[CH:5][CH:4]=[CH:3][CH:2]=1.[C:16]1([N:22]2[C:26]([C:27]3[O:28][CH:29]=[CH:30][CH:31]=3)=[CH:25][C:24]([CH:32]=O)=[N:23]2)[CH:21]=[CH:20][CH:19]=[CH:18][CH:17]=1, predict the reaction product. (5) Given the reactants [CH2:1]([C:8]1[S:12][C:11]([NH:13][C:14](=[O:25])[C:15]2[CH:20]=[C:19]([O:21]C)[CH:18]=[C:17]([O:23]C)[CH:16]=2)=[N:10][C:9]=1[C:26]1[CH:31]=[CH:30][C:29]([O:32]C)=[CH:28][CH:27]=1)[C:2]1[CH:7]=[CH:6][CH:5]=[CH:4][CH:3]=1.B(Br)(Br)Br, predict the reaction product. The product is: [CH2:1]([C:8]1[S:12][C:11]([NH:13][C:14](=[O:25])[C:15]2[CH:20]=[C:19]([OH:21])[CH:18]=[C:17]([OH:23])[CH:16]=2)=[N:10][C:9]=1[C:26]1[CH:27]=[CH:28][C:29]([OH:32])=[CH:30][CH:31]=1)[C:2]1[CH:7]=[CH:6][CH:5]=[CH:4][CH:3]=1. (6) Given the reactants [F:1][C:2]1[CH:3]=[CH:4][C:5]([O:22][CH3:23])=[C:6]2[C:10]=1[NH:9][N:8]=[C:7]2[N:11]1C(=O)C2C(=CC=CC=2)C1=O.O.NN, predict the reaction product. The product is: [F:1][C:2]1[CH:3]=[CH:4][C:5]([O:22][CH3:23])=[C:6]2[C:10]=1[NH:9][N:8]=[C:7]2[NH2:11].